Dataset: Full USPTO retrosynthesis dataset with 1.9M reactions from patents (1976-2016). Task: Predict the reactants needed to synthesize the given product. (1) Given the product [F:1][C:2]1[CH:7]=[C:6]([F:8])[CH:5]=[CH:4][C:3]=1[C@:9]([OH:10])([C@H:11]([N:19]1[CH2:24][CH2:23][CH:22]([C:25]2[CH:30]=[CH:29][CH:28]=[CH:27][N:26]=2)[CH2:21][CH2:20]1)[CH3:12])[CH2:13][N:14]1[CH:18]=[N:17][CH:16]=[N:15]1, predict the reactants needed to synthesize it. The reactants are: [F:1][C:2]1[CH:7]=[C:6]([F:8])[CH:5]=[CH:4][C:3]=1[C:9]1([CH2:13][N:14]2[CH:18]=[N:17][CH:16]=[N:15]2)[CH:11]([CH3:12])[O:10]1.[NH:19]1[CH2:24][CH2:23][CH:22]([C:25]2[CH:30]=[CH:29][CH:28]=[CH:27][N:26]=2)[CH2:21][CH2:20]1.O.O.O.Cl([O-])(=O)(=O)=O.[Li+]. (2) Given the product [Cl:3][C:4]1[CH:9]=[CH:8][C:7]([NH:10][C:11]([C:13]2[CH:28]=[CH:27][C:16]([CH2:17][NH:18][C:19]([C@H:21]3[O:26][CH2:25][CH2:24][N:23]([CH3:45])[CH2:22]3)=[O:20])=[C:15]([F:29])[C:14]=2[F:30])=[O:12])=[C:6]([N:31]2[CH2:36][CH2:35][N:34]([CH2:37][CH2:38][C:39]([F:41])([F:40])[F:42])[CH2:33][CH2:32]2)[CH:5]=1, predict the reactants needed to synthesize it. The reactants are: Cl.Cl.[Cl:3][C:4]1[CH:9]=[CH:8][C:7]([NH:10][C:11]([C:13]2[CH:28]=[CH:27][C:16]([CH2:17][NH:18][C:19]([CH:21]3[O:26][CH2:25][CH2:24][NH:23][CH2:22]3)=[O:20])=[C:15]([F:29])[C:14]=2[F:30])=[O:12])=[C:6]([N:31]2[CH2:36][CH2:35][N:34]([CH2:37][CH2:38][C:39]([F:42])([F:41])[F:40])[CH2:33][CH2:32]2)[CH:5]=1.IC.[CH3:45]CN(C(C)C)C(C)C. (3) Given the product [F:31][C:28]([F:29])([F:30])[C:26]1[CH:25]=[C:5]([CH:4]=[C:3]([C:2]([F:1])([F:32])[F:33])[CH:27]=1)[C:6]([N:8]1[CH2:9][CH2:10][C:11]2([C:15](=[O:16])[N:14]([CH2:35][CH2:36][N:37]3[CH2:42][CH2:41][O:40][CH2:39][CH2:38]3)[CH2:13][CH:12]2[C:17]2[CH:18]=[CH:19][CH:20]=[CH:21][CH:22]=2)[CH2:23][CH2:24]1)=[O:7], predict the reactants needed to synthesize it. The reactants are: [F:1][C:2]([F:33])([F:32])[C:3]1[CH:4]=[C:5]([CH:25]=[C:26]([C:28]([F:31])([F:30])[F:29])[CH:27]=1)[C:6]([N:8]1[CH2:24][CH2:23][C:11]2([C:15](=[O:16])[NH:14][CH2:13][CH:12]2[C:17]2[CH:22]=[CH:21][CH:20]=[CH:19][CH:18]=2)[CH2:10][CH2:9]1)=[O:7].Cl[CH2:35][CH2:36][N:37]1[CH2:42][CH2:41][O:40][CH2:39][CH2:38]1. (4) The reactants are: [Cl:1][C:2]1[CH:9]=[C:8]([N+:10]([O-:12])=[O:11])[CH:7]=[CH:6][C:3]=1[CH2:4]Cl.[CH3:13][CH:14]1[CH2:19][CH2:18][NH:17][CH2:16][CH2:15]1. Given the product [Cl:1][C:2]1[CH:9]=[C:8]([N+:10]([O-:12])=[O:11])[CH:7]=[CH:6][C:3]=1[CH2:4][N:17]1[CH2:18][CH2:19][CH:14]([CH3:13])[CH2:15][CH2:16]1, predict the reactants needed to synthesize it. (5) Given the product [OH:1][C:2]([CH3:4])([C:5]1[CH:6]=[C:7]([CH2:11][CH2:12][CH2:13][N:14]2[C:15](=[O:24])[C:16]3[C:21](=[CH:20][CH:19]=[CH:18][CH:17]=3)[C:22]2=[O:23])[CH:8]=[CH:9][CH:10]=1)[CH3:3], predict the reactants needed to synthesize it. The reactants are: [OH:1][C:2]([C:5]1[CH:6]=[C:7]([C:11]#[C:12][CH2:13][N:14]2[C:22](=[O:23])[C:21]3[C:16](=[CH:17][CH:18]=[CH:19][CH:20]=3)[C:15]2=[O:24])[CH:8]=[CH:9][CH:10]=1)([CH3:4])[CH3:3].FC(F)(F)C(C1C=CC(C#CCN2C(=O)C3C(=CC=CC=3)C2=O)=CC=1)O. (6) Given the product [CH3:29][N:17]1[C:18](=[O:28])[CH:19]=[C:20]([C:22]2[CH:27]=[CH:26][N:25]=[CH:24][N:23]=2)[N:21]=[C:16]1[N:14]1[CH2:13][CH2:12][CH2:11][O:10][C@@H:9]([C:5]2[CH:6]=[CH:7][CH:8]=[C:3]([C:1]3[N:42]=[C:41]([CH3:32])[O:40][N:2]=3)[CH:4]=2)[CH2:15]1, predict the reactants needed to synthesize it. The reactants are: [C:1]([C:3]1[CH:4]=[C:5]([C@H:9]2[CH2:15][N:14]([C:16]3[N:17]([CH3:29])[C:18](=[O:28])[CH:19]=[C:20]([C:22]4[CH:27]=[CH:26][N:25]=[CH:24][N:23]=4)[N:21]=3)[CH2:13][CH2:12][CH2:11][O:10]2)[CH:6]=[CH:7][CH:8]=1)#[N:2].NO.[C:32]1(C)C=CC=CC=1.C[O:40][CH:41](OC)[N:42](C)C. (7) Given the product [CH:1]1([C:7]2[C:8]3[CH:9]=[CH:10][C:11]([C:28]([O:30][CH3:31])=[O:29])=[CH:12][C:13]=3[N:14]3[CH2:21][CH2:20][NH:19][CH2:18][C:17]4[CH:23]=[C:24]([F:27])[CH:25]=[CH:26][C:16]=4[C:15]=23)[CH2:2][CH2:3][CH2:4][CH2:5][CH2:6]1, predict the reactants needed to synthesize it. The reactants are: [CH:1]1([C:7]2[C:8]3[CH:9]=[CH:10][C:11]([C:28]([O:30][CH3:31])=[O:29])=[CH:12][C:13]=3[N:14]3[CH2:21][C:20](=O)[NH:19][CH2:18][C:17]4[CH:23]=[C:24]([F:27])[CH:25]=[CH:26][C:16]=4[C:15]=23)[CH2:6][CH2:5][CH2:4][CH2:3][CH2:2]1.B.C1COCC1.Cl. (8) Given the product [CH3:27][O:26][C:23]1[CH:24]=[CH:25][C:20]([CH2:19][N:18]2[C:3]3=[N:4][C:5]([C:8]4[CH:17]=[CH:16][CH:15]=[C:14]5[C:9]=4[CH:10]=[CH:11][CH:12]=[N:13]5)=[CH:6][N:7]=[C:2]3[NH:1][C:40]2=[O:43])=[CH:21][CH:22]=1, predict the reactants needed to synthesize it. The reactants are: [NH2:1][C:2]1[C:3]([NH:18][CH2:19][C:20]2[CH:25]=[CH:24][C:23]([O:26][CH3:27])=[CH:22][CH:21]=2)=[N:4][C:5]([C:8]2[CH:17]=[CH:16][CH:15]=[C:14]3[C:9]=2[CH:10]=[CH:11][CH:12]=[N:13]3)=[CH:6][N:7]=1.BrC1N=C(NCC2C=C[C:40]([O:43]C)=CC=2)C(N)=NC=1.N1C2C=CC=C(B(O)O)C=2C=CC=1.C(=O)([O-])[O-].[K+].[K+].